This data is from Experimentally validated miRNA-target interactions with 360,000+ pairs, plus equal number of negative samples. The task is: Binary Classification. Given a miRNA mature sequence and a target amino acid sequence, predict their likelihood of interaction. (1) The miRNA is hsa-miR-3911 with sequence UGUGUGGAUCCUGGAGGAGGCA. The protein sequence of the target gene is MAVAPSFNMTNPQPAIEGGISEVEIISQQVDEETKSIAPVQLVNFAYRDLPLAAVDLSTAGSQLLSNLDEDYQREGSNWLKPCCGKRAAVWQVFLLSASLNSFLVACVILVVILLTLELLIDIKLLQFSSAFQFAGVIHWISLVILSVFFSETVLRIVVLGIWDYIENKIEVFDGAVIILSLAPMVASTVANGPRSPWDAISLIIMLRIWRVKRVIDAYVLPVKLEMEMVIQQYEKAKVIQDEQLERLTQICQEQGFEIRQLRAHLAQQDLDLAAEREAALQAPHVLSQPRSRFKVLEAG.... Result: 0 (no interaction). (2) The miRNA is hsa-miR-4635 with sequence UCUUGAAGUCAGAACCCGCAA. The protein sequence of the target gene is MNTFQDQSGSSSNREPLLRCSDARRDLELAIGGVLRAEQQIKDNLREVKAQIHSCISRHLECLRSREVWLYEQVDLIYQLKEETLQQQAQQLYSLLGQFNCLTHQLECTQNKDLANQVSVCLERLGSLTLKPEDSTVLLFEADTITLRQTITTFGSLKTIQIPEHLMAHASSANIGPFLEKRGCISMPEQKSASGIVAVPFSEWLLGSKPASGYQAPYIPSTDPQDWLTQKQTLENSQTSSRACNFFNNVGGNLKGLENWLLKSEKSSYQKCNSHSTTSSFSIEMEKVGDQELPDQDEMD.... Result: 1 (interaction). (3) The miRNA is rno-miR-103-3p with sequence AGCAGCAUUGUACAGGGCUAUGA. The protein sequence of the target gene is MWLLGPLCLLLSSTAESQLLPGNNFTNECNIPGNFMCSNGRCIPGAWQCDGLPDCFDKSDEKECPKAKSKCGPTFFPCASGIHCIIGRFRCNGFEDCPDGSDEENCTANPLLCSTARYHCRNGLCIDKSFICDGQNNCQDNSDEESCESSLEPGSGQVFVTSENQLVYYPSITYAIIGSSVIFVLVVALLALVLHHQRKRNNLMTLPVHRLQHPVLLSRLVVLDHPHHCNVTYNVNNGVQYVATQAEQNASEVGSPPSYSEALLDQRPAWYDLPPPPYSSDTESLNQADLPPYRSRSGSA.... Result: 0 (no interaction). (4) The miRNA is rno-miR-139-5p with sequence UCUACAGUGCACGUGUCUCCAG. The protein sequence of the target gene is MASPPDTDGFSDVRKVGYLRKPKSMHKRFFVLRAASEAGGPARLEYYENEKKWRHKSSAPKRSIPLESCFNINKRADSKNKHLVALYTRDEHFAIAADSEAEQDSWYQALLQLHNRAKAHHDGAGGGCGGSCSGSSGVGEAGEDLSYDTGPGPAFKEVWQVILKPKGLGQTKNLIGIYRLCLTSKTISFVKLNSEAAAVVLQLMNIRRCGHSENFFFIEVGRSAVTGPGEFWMQVDDSVVAQNMHETILEAMRAMSDEFRPRTKSQSSSSCSNPISVPLRRHHLNNPPPSQVGLTRRSRT.... Result: 1 (interaction). (5) The miRNA is hsa-miR-219a-1-3p with sequence AGAGUUGAGUCUGGACGUCCCG. The protein sequence of the target gene is MALSRVCWARAALWGSTVAPGPFVTRRLQLGRSGPAWRAPRSSKLHLSPKADVKNLISYVVTKTRAINGSYHRFLGRHFPRFYALYTTFMKGIQMLWADGKKARRIKADMWKQNLKFHQLSYREMEHLRQFRRDITKCLFVGLISIPPFANYLVFLLMYLFPRQLLVKHFWTPKQQIDFLDVYHGLRRRSHSEVITHLRRASTFVSHEKLRRQLTDLCTKVQSGTHPAAQDVLALRDCFSTYPLGFSQLQASQMRALSQAMLLTPYLPPPLLRQRLKSHTTVIHQLDRALAKLGIGQLTA.... Result: 0 (no interaction). (6) The miRNA is hsa-miR-6726-5p with sequence CGGGAGCUGGGGUCUGCAGGU. The protein sequence of the target gene is MAPVKKLVVKGGKKKKQVLKFTLDCTHPVEDGIMDAANFEQFLQERIKVNGKAGNLGGGVVTIERSKSKITVTSEVPFSKRYLKYLTKKYLKKNNLRDWLRVVANSKESYELRYFQINQDEEEEEDED. Result: 1 (interaction).